Dataset: Peptide-MHC class II binding affinity with 134,281 pairs from IEDB. Task: Regression. Given a peptide amino acid sequence and an MHC pseudo amino acid sequence, predict their binding affinity value. This is MHC class II binding data. (1) The peptide sequence is PSAEFRRTAPPSLYG. The MHC is DRB1_0301 with pseudo-sequence DRB1_0301. The binding affinity (normalized) is 0.417. (2) The peptide sequence is ETLYRIDGAHLTKMS. The MHC is DRB1_1101 with pseudo-sequence DRB1_1101. The binding affinity (normalized) is 0.577. (3) The peptide sequence is YVAWMSATAALAREA. The MHC is DRB1_1101 with pseudo-sequence DRB1_1101. The binding affinity (normalized) is 0.557. (4) The peptide sequence is YDIFLANVSTVLTGK. The MHC is DRB1_1302 with pseudo-sequence DRB1_1302. The binding affinity (normalized) is 0.748. (5) The binding affinity (normalized) is 0.335. The peptide sequence is PAPMLAAAAGWQTLS. The MHC is DRB1_0405 with pseudo-sequence DRB1_0405.